From a dataset of Reaction yield outcomes from USPTO patents with 853,638 reactions. Predict the reaction yield, written as a fraction of the theoretical maximum amount of product (1.0 means a 100% yield; for example, 0.34 means a 34% yield). (1) The reactants are C(OC([NH:8][CH2:9][C@H:10]([N:15]1[CH2:20][CH2:19][N:18]([C:21]([O:23][CH2:24][C:25]2[CH:30]=[CH:29][CH:28]=[CH:27][CH:26]=2)=[O:22])[CH2:17][CH2:16]1)[C:11]([O:13][CH3:14])=[O:12])=O)(C)(C)C.[ClH:31].CO. The catalyst is C(O)(C)C. The product is [ClH:31].[ClH:31].[NH2:8][CH2:9][CH:10]([N:15]1[CH2:16][CH2:17][N:18]([C:21]([O:23][CH2:24][C:25]2[CH:30]=[CH:29][CH:28]=[CH:27][CH:26]=2)=[O:22])[CH2:19][CH2:20]1)[C:11]([O:13][CH3:14])=[O:12]. The yield is 0.900. (2) The reactants are Cl.[Cl:2][CH2:3][C:4]1[CH:5]=[N:6][CH:7]=[CH:8][CH:9]=1.C([O-])([O-])=O.[K+].[K+].[CH:16]1[CH:21]=[CH:20][C:19]([P:22]([C:29]2[CH:34]=[CH:33][CH:32]=[CH:31][CH:30]=2)[C:23]2[CH:28]=[CH:27][CH:26]=[CH:25][CH:24]=2)=[CH:18][CH:17]=1. The catalyst is O.C1(C)C(C)=CC=CC=1. The product is [Cl-:2].[N:6]1[CH:7]=[CH:8][CH:9]=[C:4]([CH2:3][P+:22]([C:23]2[CH:24]=[CH:25][CH:26]=[CH:27][CH:28]=2)([C:29]2[CH:34]=[CH:33][CH:32]=[CH:31][CH:30]=2)[C:19]2[CH:18]=[CH:17][CH:16]=[CH:21][CH:20]=2)[CH:5]=1. The yield is 0.480. (3) The reactants are [OH:1][C@@H:2]1[CH2:7][N:6]([CH3:8])[C@H:5]([C:9]([N:11]2[CH2:16][CH:15]=[C:14]([C:17]3[CH:22]=[CH:21][CH:20]=[CH:19][CH:18]=3)[CH2:13][CH2:12]2)=[O:10])[C@@H:4]([C:23](OC)=[O:24])[CH2:3]1.O[C@@H:28]1[CH2:33][NH:32][C@H:31](C(O)=O)[C@@H:30](C(OC)=O)[CH2:29]1.Cl.C1(C2CCNCC=2)C=CC=CC=1.F[P-](F)(F)(F)(F)F.[N:61]1([O:70][P+](N(C)C)(N(C)C)N(C)C)C2C=CC=CC=2N=N1.CN(C)[CH:83]=[O:84].C(N(CC)C(C)C)(C)C.C(#N)C.O1CCCC1.C=O.C(O[BH-](OC(=O)C)OC(=O)C)(=O)C.[Na+]. The catalyst is O. The product is [N:32]1([C:83]([O:1][C@H:2]2[CH2:3][C@H:4]([C:23]([NH:61][OH:70])=[O:24])[C@@H:5]([C:9]([N:11]3[CH2:16][CH:15]=[C:14]([C:17]4[CH:22]=[CH:21][CH:20]=[CH:19][CH:18]=4)[CH2:13][CH2:12]3)=[O:10])[N:6]([CH3:8])[CH2:7]2)=[O:84])[CH2:33][CH2:28][CH2:29][CH2:30][CH2:31]1. The yield is 0.850. (4) The reactants are C1(C[N:8]2[CH2:13][CH:12]3[C:10]([C:14]4[CH:19]=[CH:18][C:17]([C:20]([F:23])([F:22])[F:21])=[CH:16][N:15]=4)([CH2:11]3)[CH2:9]2)C=CC=CC=1. The catalyst is C(O)C.[Pd]. The product is [F:23][C:20]([F:21])([F:22])[C:17]1[CH:18]=[CH:19][C:14]([C:10]23[CH2:11][CH:12]2[CH2:13][NH:8][CH2:9]3)=[N:15][CH:16]=1. The yield is 0.810. (5) The reactants are Cl[C:2]1[CH:11]=[CH:10][N:9]=[C:8]2[C:3]=1[CH:4]=[CH:5][C:6]([C:12]([F:15])([F:14])[F:13])=[N:7]2.[F:16][C:17]1[CH:18]=[C:19]([C:32]2[C:33]([C:38]#[N:39])=[CH:34][CH:35]=[CH:36][CH:37]=2)[CH:20]=[C:21](B2OC(C)(C)C(C)(C)O2)[CH:22]=1. No catalyst specified. The product is [F:16][C:17]1[CH:18]=[C:19]([C:32]2[C:33]([C:38]#[N:39])=[CH:34][CH:35]=[CH:36][CH:37]=2)[CH:20]=[C:21]([C:2]2[C:3]3[C:8](=[N:7][C:6]([C:12]([F:15])([F:14])[F:13])=[CH:5][CH:4]=3)[N:9]=[CH:10][CH:11]=2)[CH:22]=1. The yield is 0.350. (6) The reactants are [CH3:1][N:2]1[CH:6]=[C:5]([NH2:7])[CH:4]=[N:3]1.C(OC([NH:15][C:16]1[S:20][CH:19]=[N:18][C:17]=1[C:21](O)=[O:22])=O)(C)(C)C. No catalyst specified. The product is [NH2:15][C:16]1[S:20][CH:19]=[N:18][C:17]=1[C:21]([NH:7][C:5]1[CH:4]=[N:3][N:2]([CH3:1])[CH:6]=1)=[O:22]. The yield is 0.320. (7) The reactants are [Br:1][C:2]1[N:6](S(C2C=CC=CC=2)(=O)=O)[CH:5]=[C:4]([CH2:16][N:17]([CH3:25])[C:18](=[O:24])[O:19][C:20]([CH3:23])([CH3:22])[CH3:21])[CH:3]=1.O. The catalyst is O1CCCC1.CO.[OH-].[Na+]. The product is [Br:1][C:2]1[NH:6][CH:5]=[C:4]([CH2:16][N:17]([CH3:25])[C:18](=[O:24])[O:19][C:20]([CH3:21])([CH3:22])[CH3:23])[CH:3]=1. The yield is 0.610. (8) The catalyst is C(O)C. The reactants are [C:1]([CH:3]1[CH2:8][CH2:7][CH2:6][CH2:5][CH2:4]1)#[CH:2].[N+:9]([CH2:12][C:13]([O:15][CH2:16][CH3:17])=[O:14])([O-])=[O:10].C1N2CCN(CC2)C1. The product is [CH:3]1([C:1]2[O:10][N:9]=[C:12]([C:13]([O:15][CH2:16][CH3:17])=[O:14])[CH:2]=2)[CH2:8][CH2:7][CH2:6][CH2:5][CH2:4]1. The yield is 0.970. (9) The reactants are [O-]P([O-])([O-])=O.[K+].[K+].[K+].[CH3:9][O:10][C:11]1[CH:12]=[C:13]([N:17]2[CH2:21][CH2:20][NH:19][C:18]2=[O:22])[CH:14]=[CH:15][CH:16]=1.[CH3:23][C:24]1[CH:25]=[C:26](I)[CH:27]=[C:28]([CH3:30])[CH:29]=1.CNCCNC. The catalyst is [Cu]I.CN(C=O)C. The product is [CH3:9][O:10][C:11]1[CH:12]=[C:13]([N:17]2[CH2:21][CH2:20][N:19]([C:26]3[CH:27]=[C:28]([CH3:30])[CH:29]=[C:24]([CH3:23])[CH:25]=3)[C:18]2=[O:22])[CH:14]=[CH:15][CH:16]=1. The yield is 0.910.